From a dataset of Full USPTO retrosynthesis dataset with 1.9M reactions from patents (1976-2016). Predict the reactants needed to synthesize the given product. (1) Given the product [F:21][C:19]1[C:18]2[O:17][C:16]3[C:11](=[CH:12][C:13]([NH2:22])=[CH:14][CH:15]=3)[C@@:10]3([CH2:27][CH2:26][O:25][C:24]([NH2:28])=[N:23]3)[C:9]=2[CH:8]=[C:7]([CH:4]2[CH2:5][CH2:6][O:1][CH2:2][CH2:3]2)[CH:20]=1, predict the reactants needed to synthesize it. The reactants are: [O:1]1[CH2:6][CH:5]=[C:4]([C:7]2[CH:20]=[C:19]([F:21])[C:18]3[O:17][C:16]4[C:11](=[CH:12][C:13]([NH2:22])=[CH:14][CH:15]=4)[C@@:10]4([CH2:27][CH2:26][O:25][C:24]([NH2:28])=[N:23]4)[C:9]=3[CH:8]=2)[CH2:3][CH2:2]1.[H][H]. (2) The reactants are: [Cl:1][C:2]1[CH:27]=[CH:26][C:5]([CH2:6][N:7]2[C:15]3[C:10](=[CH:11][C:12]([CH:16]=[C:17]4[S:21][C:20](SCC)=[N:19][C:18]4=[O:25])=[CH:13][CH:14]=3)[CH:9]=[N:8]2)=[C:4]([C:28]([F:31])([F:30])[F:29])[CH:3]=1.[C:32]([O:36][C:37]([N:39]1[CH2:44][CH2:43][NH:42][C@@H:41]([CH2:45][OH:46])[CH2:40]1)=[O:38])([CH3:35])([CH3:34])[CH3:33]. Given the product [C:32]([O:36][C:37]([N:39]1[CH2:44][CH2:43][N:42]([C:20]2[S:21][C:17](=[CH:16][C:12]3[CH:11]=[C:10]4[C:15](=[CH:14][CH:13]=3)[N:7]([CH2:6][C:5]3[CH:26]=[CH:27][C:2]([Cl:1])=[CH:3][C:4]=3[C:28]([F:29])([F:31])[F:30])[N:8]=[CH:9]4)[C:18](=[O:25])[N:19]=2)[CH:41]([CH2:45][OH:46])[CH2:40]1)=[O:38])([CH3:35])([CH3:34])[CH3:33], predict the reactants needed to synthesize it. (3) Given the product [Br:1][C:24]1[C:15]([CH:12]2[CH2:14][CH2:13]2)=[CH:16][C:17]([O:25][CH2:26][CH3:27])=[C:18]([CH:23]=1)[C:19]([O:21][CH3:22])=[O:20], predict the reactants needed to synthesize it. The reactants are: [Br:1]N1C(=O)NC(=O)N(Br)C1=O.[CH:12]1([C:15]2[CH:24]=[CH:23][C:18]([C:19]([O:21][CH3:22])=[O:20])=[C:17]([O:25][CH2:26][CH3:27])[CH:16]=2)[CH2:14][CH2:13]1.S([O-])([O-])(=O)=S.[Na+].[Na+].C(OCC)(=O)C. (4) Given the product [CH:14]1([CH2:13][C@@H:9]([C:10]([NH:36][C@@H:33]2[C@@H:31]3[C@@H:30]([CH2:29][N:28]([C:25]4[CH:24]=[CH:23][C:22]([O:21][C:20]([F:19])([F:37])[F:38])=[CH:27][CH:26]=4)[CH2:32]3)[CH2:35][CH2:34]2)=[O:12])[NH2:8])[CH2:16][CH2:17]1, predict the reactants needed to synthesize it. The reactants are: C(OC([N:8](C)[C@@H:9]([CH2:13][C:14]([CH3:17])([CH3:16])C)[C:10]([OH:12])=O)=O)(C)(C)C.[F:19][C:20]([F:38])([F:37])[O:21][C:22]1[CH:27]=[CH:26][C:25]([N:28]2[CH2:32][C@@H:31]3[C@@H:33]([NH2:36])[CH2:34][CH2:35][C@@H:30]3[CH2:29]2)=[CH:24][CH:23]=1.FC(F)(F)C1N=C(N2C[C@@H]3[C@@H](N)CC[C@@H]3C2)C=CC=1.